Task: Predict the reactants needed to synthesize the given product.. Dataset: Full USPTO retrosynthesis dataset with 1.9M reactions from patents (1976-2016) Given the product [N:26]1[C:27]2[C:32](=[CH:31][CH:30]=[CH:29][CH:28]=2)[CH:33]=[C:24]([NH:23][C:13]([CH:10]2[CH2:9][CH2:8][N:7]([C:1]3[CH:2]=[CH:3][CH:4]=[CH:5][CH:6]=3)[CH2:12][CH2:11]2)=[O:15])[N:25]=1, predict the reactants needed to synthesize it. The reactants are: [C:1]1([N:7]2[CH2:12][CH2:11][CH:10]([C:13]([OH:15])=O)[CH2:9][CH2:8]2)[CH:6]=[CH:5][CH:4]=[CH:3][CH:2]=1.BrC1C=CC=CC=1.[NH2:23][C:24]1[N:25]=[N:26][C:27]2[C:32]([CH:33]=1)=[CH:31][CH:30]=[CH:29][CH:28]=2.